Task: Regression. Given a peptide amino acid sequence and an MHC pseudo amino acid sequence, predict their binding affinity value. This is MHC class II binding data.. Dataset: Peptide-MHC class II binding affinity with 134,281 pairs from IEDB (1) The peptide sequence is KLRSAGEVEIQFRRV. The MHC is DRB1_1602 with pseudo-sequence DRB1_1602. The binding affinity (normalized) is 0.352. (2) The peptide sequence is YDKFLANVSTVGTGK. The MHC is DRB3_0202 with pseudo-sequence DRB3_0202. The binding affinity (normalized) is 0.874. (3) The peptide sequence is DITVKNCVLKKSTNG. The MHC is DRB1_0802 with pseudo-sequence DRB1_0802. The binding affinity (normalized) is 0.243. (4) The peptide sequence is AYKTAEGATPEAKYD. The MHC is HLA-DPA10103-DPB10301 with pseudo-sequence HLA-DPA10103-DPB10301. The binding affinity (normalized) is 0.246. (5) The peptide sequence is HFSNVFRSVMAPFTM. The MHC is DRB1_1101 with pseudo-sequence DRB1_1101. The binding affinity (normalized) is 0.498.